Dataset: Forward reaction prediction with 1.9M reactions from USPTO patents (1976-2016). Task: Predict the product of the given reaction. (1) Given the reactants [NH2:1][C:2]1[NH:3][C:4]2[CH:10]=[CH:9][CH:8]=[CH:7][C:5]=2[N:6]=1.CC[O-].[Na+].[CH2:15](Cl)[C:16]1[CH:21]=[CH:20][CH:19]=[CH:18][CH:17]=1, predict the reaction product. The product is: [NH2:1][C:2]1[N:6]([CH2:15][C:16]2[CH:21]=[CH:20][CH:19]=[CH:18][CH:17]=2)[C:5]2[CH:7]=[CH:8][CH:9]=[CH:10][C:4]=2[N:3]=1. (2) Given the reactants C([C@@H]1C(OC)=[N:8][C@@H:7]([CH2:12][CH2:13][C:14]2[CH:19]=[CH:18][CH:17]=[CH:16][C:15]=2[C:20]2[N:21]=[CH:22][N:23](C(C3C=CC=CC=3)(C3C=CC=CC=3)C3C=CC=CC=3)[CH:24]=2)[C:6]([O:44]C)=N1)(C)C.Cl.[OH:47][Li:48].O, predict the reaction product. The product is: [NH:23]1[CH:24]=[C:20]([C:15]2[CH:16]=[CH:17][CH:18]=[CH:19][C:14]=2[CH2:13][CH2:12][C@H:7]([NH2:8])[C:6]([O-:44])=[O:47])[N:21]=[CH:22]1.[Li+:48]. (3) Given the reactants [N+:1]([C:4]1[CH:9]=[CH:8][C:7]([C:10]2[NH:11][C:12]3[CH:18]=[CH:17][C:16]([CH3:19])=[CH:15][C:13]=3[N:14]=2)=[CH:6][CH:5]=1)([O-])=O.NC1C=CC(C)=CC=1N.[N+](C1C=CC(C(O)=O)=CC=1)([O-])=O, predict the reaction product. The product is: [NH2:1][C:4]1[CH:5]=[CH:6][C:7]([C:10]2[NH:11][C:12]3[CH:18]=[CH:17][C:16]([CH3:19])=[CH:15][C:13]=3[N:14]=2)=[CH:8][CH:9]=1.